Task: Predict which catalyst facilitates the given reaction.. Dataset: Catalyst prediction with 721,799 reactions and 888 catalyst types from USPTO Reactant: [Br:1][C:2]1[CH:10]=[C:9]([F:11])[CH:8]=[C:7]([CH3:12])[C:3]=1[C:4]([OH:6])=[O:5].[C:13](=O)([O-])[O-].[K+].[K+].CI.O. Product: [CH3:13][O:5][C:4](=[O:6])[C:3]1[C:7]([CH3:12])=[CH:8][C:9]([F:11])=[CH:10][C:2]=1[Br:1]. The catalyst class is: 9.